Dataset: Retrosynthesis with 50K atom-mapped reactions and 10 reaction types from USPTO. Task: Predict the reactants needed to synthesize the given product. (1) Given the product CC(C)(CC=O)C(=O)OCc1ccccc1, predict the reactants needed to synthesize it. The reactants are: CC(C)(CCO)C(=O)OCc1ccccc1. (2) Given the product COc1cccc2c1c(NS(=O)(=O)c1ccc(Cl)s1)nn2Cc1cccc(CNC(C)=O)c1, predict the reactants needed to synthesize it. The reactants are: CC(=O)OC(C)=O.COc1cccc2c1c(NS(=O)(=O)c1ccc(Cl)s1)nn2Cc1cccc(CN)c1. (3) The reactants are: ClC(Cl)(Cl)Cl.O=c1cc(-c2ccsc2)c2ccc(CO)cc2o1. Given the product O=c1cc(-c2ccsc2)c2ccc(CCl)cc2o1, predict the reactants needed to synthesize it. (4) Given the product CON(C)C(=O)c1ccno1, predict the reactants needed to synthesize it. The reactants are: CNOC.O=C(O)c1ccno1. (5) Given the product Cc1c(F)ccc(N)c1Cl, predict the reactants needed to synthesize it. The reactants are: Cc1c(F)ccc([N+](=O)[O-])c1Cl. (6) Given the product Cc1cc(C)n(-c2cnc(CN(C)C)c(Nc3ccc(Cl)cc3)n2)n1, predict the reactants needed to synthesize it. The reactants are: CNC.Cc1cc(C)n(-c2cnc(CO)c(Nc3ccc(Cl)cc3)n2)n1. (7) Given the product Cc1cc(C)c(NC(=O)Nc2cc(F)ccc2C(=O)N[C@H](C(=O)OCc2ccccc2)[C@@H](C)OCc2ccccc2)c(C)c1, predict the reactants needed to synthesize it. The reactants are: C[C@@H](OCc1ccccc1)[C@H](NC(=O)c1ccc(F)cc1N)C(=O)OCc1ccccc1.Cc1cc(C)c(N=C=O)c(C)c1. (8) Given the product CCOC(=O)c1c(OC)cc(-c2cnc(OC)c(OC)c2)nc1CBr, predict the reactants needed to synthesize it. The reactants are: CCOC(=O)c1c(OC)cc(-c2cnc(OC)c(OC)c2)nc1C.O=C1CCC(=O)N1Br.